The task is: Predict which catalyst facilitates the given reaction.. This data is from Catalyst prediction with 721,799 reactions and 888 catalyst types from USPTO. Reactant: [C:1]1([CH2:7][N:8]2[CH2:12][CH2:11][C:10](=[O:13])[CH2:9]2)[CH:6]=[CH:5][CH:4]=[CH:3][CH:2]=1.[CH3:14][Mg+].[Br-]. Product: [CH3:14][C:10]1([OH:13])[CH2:11][CH2:12][N:8]([CH2:7][C:1]2[CH:2]=[CH:3][CH:4]=[CH:5][CH:6]=2)[CH2:9]1. The catalyst class is: 116.